This data is from Forward reaction prediction with 1.9M reactions from USPTO patents (1976-2016). The task is: Predict the product of the given reaction. (1) The product is: [CH:26]([N:22]([CH:23]([CH3:25])[CH3:24])[CH2:21][CH2:20][NH:19][C:17](=[O:18])[C@@H:16]([NH:15][C:14]([NH:13][C:10]1[CH:11]=[CH:12][C:7]([O:6][C:5]2[CH:37]=[CH:38][CH:2]=[CH:3][CH:4]=2)=[CH:8][CH:9]=1)=[O:36])[CH2:29][C:30]1[CH:35]=[CH:34][CH:33]=[CH:32][CH:31]=1)([CH3:27])[CH3:28]. Given the reactants Cl[C:2]1[CH:38]=[CH:37][C:5]([O:6][C:7]2[CH:12]=[CH:11][C:10]([NH:13][C:14](=[O:36])[NH:15][C@@H:16]([CH2:29][C:30]3[CH:35]=[CH:34][CH:33]=[CH:32][CH:31]=3)[C:17]([NH:19][CH2:20][CH2:21][N:22]([CH:26]([CH3:28])[CH3:27])[CH:23]([CH3:25])[CH3:24])=[O:18])=[CH:9][CH:8]=2)=[CH:4][CH:3]=1.Cl.O1CCOCC1.C(N(CC)CC)C.O(C1C=CC(N=C=O)=CC=1)C1C=CC=CC=1, predict the reaction product. (2) Given the reactants [OH:1][C@@H:2]([C:4]1[N:15]([C@H:16]2[CH2:21][CH2:20][C@H:19]([CH2:22][C:23]#[N:24])[CH2:18][CH2:17]2)[C:7]2=[C:8]3[S:14][CH:13]=[CH:12][C:9]3=[N:10][CH:11]=[C:6]2[N:5]=1)[CH3:3].[ClH:25].O, predict the reaction product. The product is: [ClH:25].[OH:1][C@@H:2]([C:4]1[N:15]([C@H:16]2[CH2:21][CH2:20][C@H:19]([CH2:22][C:23]#[N:24])[CH2:18][CH2:17]2)[C:7]2=[C:8]3[S:14][CH:13]=[CH:12][C:9]3=[N:10][CH:11]=[C:6]2[N:5]=1)[CH3:3].[ClH:25].